From a dataset of Catalyst prediction with 721,799 reactions and 888 catalyst types from USPTO. Predict which catalyst facilitates the given reaction. Reactant: [NH2:1][C:2]1[CH:3]=[C:4]([C:8]2[C:9]3[C:16]([C:17]([O:19][CH2:20][CH3:21])=[O:18])=[CH:15][NH:14][C:10]=3[N:11]=[CH:12][N:13]=2)[CH:5]=[N:6][CH:7]=1.CCN([CH:28]([CH3:30])[CH3:29])C(C)C.[Cl-].[CH3:32][OH:33]. Product: [CH3:29][C:28](=[CH2:30])[C:32]([NH:1][C:2]1[CH:3]=[C:4]([C:8]2[C:9]3[C:16]([C:17]([O:19][CH2:20][CH3:21])=[O:18])=[CH:15][NH:14][C:10]=3[N:11]=[CH:12][N:13]=2)[CH:5]=[N:6][CH:7]=1)=[O:33]. The catalyst class is: 2.